This data is from Full USPTO retrosynthesis dataset with 1.9M reactions from patents (1976-2016). The task is: Predict the reactants needed to synthesize the given product. (1) Given the product [Cl:1][C:2]1[CH:12]=[CH:11][C:10]([C:13]2[CH:22]=[CH:21][C:20]3[C:15](=[CH:16][CH:17]=[C:18]([O:23][CH2:31][C:32]4[C:33]([C:40]5[C:41]([Cl:47])=[CH:42][CH:43]=[CH:44][C:45]=5[Cl:46])=[N:34][O:35][C:36]=4[CH:37]([CH3:39])[CH3:38])[CH:19]=3)[CH:14]=2)=[CH:9][C:3]=1[C:4]([O:6][CH2:7][CH3:8])=[O:5], predict the reactants needed to synthesize it. The reactants are: [Cl:1][C:2]1[CH:12]=[CH:11][C:10]([C:13]2[CH:22]=[CH:21][C:20]3[C:15](=[CH:16][CH:17]=[C:18]([OH:23])[CH:19]=3)[CH:14]=2)=[CH:9][C:3]=1[C:4]([O:6][CH2:7][CH3:8])=[O:5].C(=O)([O-])[O-].[Cs+].[Cs+].Cl[CH2:31][C:32]1[C:33]([C:40]2[C:45]([Cl:46])=[CH:44][CH:43]=[CH:42][C:41]=2[Cl:47])=[N:34][O:35][C:36]=1[CH:37]([CH3:39])[CH3:38].C(OCC)(=O)C. (2) Given the product [N:25]1([S:22]([CH2:21][CH2:20][CH2:2][O:3][C:4]2[CH:5]=[CH:6][C:7]3[C:8]4[N:9]([CH2:15][CH2:16][N:17]=4)[C:10]([NH2:14])=[N:11][C:12]=3[CH:13]=2)(=[O:24])=[O:23])[CH2:26][CH2:27][O:28][CH2:29][CH2:30]1, predict the reactants needed to synthesize it. The reactants are: Br.[CH3:2][O:3][C:4]1[CH:5]=[CH:6][C:7]2[C:8]3[N:9]([CH2:15][CH2:16][N:17]=3)[C:10]([NH2:14])=[N:11][C:12]=2[CH:13]=1.ClC[CH2:20][CH2:21][S:22]([N:25]1[CH2:30][CH2:29][O:28][CH2:27][CH2:26]1)(=[O:24])=[O:23]. (3) Given the product [Br:1][C:2]1[CH:6]=[C:5]([C:7]([NH:8][C:9]2[C:10]([C:11]([NH:29][CH3:28])=[O:13])=[CH:14][C:15]([C:19]#[N:20])=[CH:16][C:17]=2[CH3:18])=[O:12])[N:4]([C:21]2[CH:26]=[CH:25][CH:24]=[CH:23][C:22]=2[Cl:27])[N:3]=1, predict the reactants needed to synthesize it. The reactants are: [Br:1][C:2]1[CH:6]=[C:5]([C:7]2[O:12][C:11](=[O:13])[C:10]3[CH:14]=[C:15]([C:19]#[N:20])[CH:16]=[C:17]([CH3:18])[C:9]=3[N:8]=2)[N:4]([C:21]2[CH:26]=[CH:25][CH:24]=[CH:23][C:22]=2[Cl:27])[N:3]=1.[CH3:28][NH2:29]. (4) Given the product [NH2:19][C:17]1[S:18][C:2]([CH3:15])=[C:3]([C:5]2[C:14]3[C:9](=[CH:10][CH:11]=[CH:12][CH:13]=3)[CH:8]=[CH:7][CH:6]=2)[N:16]=1, predict the reactants needed to synthesize it. The reactants are: Br[CH:2]([CH3:15])[C:3]([C:5]1[C:14]2[C:9](=[CH:10][CH:11]=[CH:12][CH:13]=2)[CH:8]=[CH:7][CH:6]=1)=O.[NH2:16][C:17]([NH2:19])=[S:18]. (5) The reactants are: Br[C:2]1[CH:7]=[CH:6][C:5]([N:8]2[CH2:12][CH2:11][CH2:10][CH:9]2[CH3:13])=[C:4]([CH2:14][O:15][CH3:16])[CH:3]=1.C([Li])CCC.[C:22](=[O:24])=[O:23]. Given the product [CH3:16][O:15][CH2:14][C:4]1[CH:3]=[C:2]([CH:7]=[CH:6][C:5]=1[N:8]1[CH2:12][CH2:11][CH2:10][CH:9]1[CH3:13])[C:22]([OH:24])=[O:23], predict the reactants needed to synthesize it. (6) Given the product [NH2:1][C:2]1[C:7]2[C:8](=[O:30])[N:9]([C:14]3[CH:15]=[CH:16][C:17]([C@H:20]4[CH2:25][CH2:24][C@H:23]([CH2:26][C:27]#[N:32])[CH2:22][CH2:21]4)=[CH:18][CH:19]=3)[CH2:10][C@@H:11]([CH3:13])[O:12][C:6]=2[N:5]=[CH:4][N:3]=1, predict the reactants needed to synthesize it. The reactants are: [NH2:1][C:2]1[C:7]2[C:8](=[O:30])[N:9]([C:14]3[CH:19]=[CH:18][C:17]([C@H:20]4[CH2:25][CH2:24][C@H:23]([CH2:26][C:27](O)=O)[CH2:22][CH2:21]4)=[CH:16][CH:15]=3)[CH2:10][C@@H:11]([CH3:13])[O:12][C:6]=2[N:5]=[CH:4][N:3]=1.C[N:32](C=O)C.C(Cl)(=O)C(Cl)=O. (7) The reactants are: [CH3:1][C:2]1([CH3:31])[CH:11]=[CH:10][C:9]2[C:4](=[CH:5][C:6]([O:29][CH3:30])=[CH:7][C:8]=2[NH:12][C:13]2[C:14]([C:26]([OH:28])=O)=[CH:15][C:16]3[C:21]([C:22]=2[N+:23]([O-:25])=[O:24])=[CH:20][CH:19]=[CH:18][CH:17]=3)[O:3]1.FC(F)(F)C(OC(=O)C(F)(F)F)=O. Given the product [CH3:30][O:29][C:6]1[CH:5]=[C:4]2[O:3][C:2]([CH3:1])([CH3:31])[CH:11]=[CH:10][C:9]2=[C:8]2[C:7]=1[C:26](=[O:28])[C:14]1[CH:15]=[C:16]3[CH:17]=[CH:18][CH:19]=[CH:20][C:21]3=[C:22]([N+:23]([O-:25])=[O:24])[C:13]=1[NH:12]2, predict the reactants needed to synthesize it.